From a dataset of Forward reaction prediction with 1.9M reactions from USPTO patents (1976-2016). Predict the product of the given reaction. (1) Given the reactants C(=O)([O-])[O-].[K+].[K+].[NH:7]1[C:12]2([CH2:17][CH2:16][C:15](=[O:18])[CH2:14][CH2:13]2)[C:11](=[O:19])[NH:10][CH2:9][CH2:8]1.[C:20]([O:24][C:25](O[C:25]([O:24][C:20]([CH3:23])([CH3:22])[CH3:21])=[O:26])=[O:26])([CH3:23])([CH3:22])[CH3:21].O, predict the reaction product. The product is: [O:19]=[C:11]1[C:12]2([CH2:13][CH2:14][C:15](=[O:18])[CH2:16][CH2:17]2)[NH:7][CH2:8][CH2:9][N:10]1[C:25]([O:24][C:20]([CH3:23])([CH3:22])[CH3:21])=[O:26]. (2) The product is: [N:50]1[CH:51]=[CH:56][C:55]([C:7]2[CH:8]=[CH:9][C:10]3[O:34][CH2:33][C:13]4([C:21]5[C:16](=[CH:17][CH:18]=[CH:19][CH:20]=5)[N:15]([CH2:22][C:23]5[O:24][C:25]([C:28]([F:30])([F:31])[F:29])=[CH:26][CH:27]=5)[C:14]4=[O:32])[C:11]=3[CH:12]=2)=[CH:54][CH:53]=1. Given the reactants FC(F)(F)S(O[C:7]1[CH:8]=[CH:9][C:10]2[O:34][CH2:33][C:13]3([C:21]4[C:16](=[CH:17][CH:18]=[CH:19][CH:20]=4)[N:15]([CH2:22][C:23]4[O:24][C:25]([C:28]([F:31])([F:30])[F:29])=[CH:26][CH:27]=4)[C:14]3=[O:32])[C:11]=2[CH:12]=1)(=O)=O.Br[C:55]1[CH:54]=[CH:53]C=[C:51]2[C:56]=1C1(C3C=C(F)C(F)=CC=3OC1)C(=O)[N:50]2CC([NH:50][C:51]1[CH:56]=[CH:55][CH:54]=[CH:53]C=1F)=O.N1C=CC(B(O)O)=CC=1.N1C=C(B(O)O)C=NC=1, predict the reaction product. (3) Given the reactants [Cl:1][C:2]1[CH:3]=[N:4][CH:5]=[C:6]([Cl:18])[C:7]=1[CH2:8][S:9][C:10]1[N:15]=[C:14]([NH2:16])[CH:13]=[C:12]([CH3:17])[N:11]=1.C([O-])(O)=O.[Na+].[C:24](OC(=O)C)(=[O:26])[CH3:25], predict the reaction product. The product is: [Cl:18][C:6]1[CH:5]=[N:4][CH:3]=[C:2]([Cl:1])[C:7]=1[CH2:8][S:9][C:10]1[N:15]=[C:14]([NH:16][C:24](=[O:26])[CH3:25])[CH:13]=[C:12]([CH3:17])[N:11]=1. (4) Given the reactants [Cl:1][C:2]1[N:3]=[C:4](Cl)[C:5]2[N:11]=[C:10]([C:12]3[CH:17]=[CH:16][C:15]([F:18])=[CH:14][CH:13]=3)[CH:9]=[CH:8][C:6]=2[N:7]=1.[CH2:20]([NH2:22])[CH3:21], predict the reaction product. The product is: [Cl:1][C:2]1[N:3]=[C:4]([NH:22][CH2:20][CH3:21])[C:5]2[N:11]=[C:10]([C:12]3[CH:17]=[CH:16][C:15]([F:18])=[CH:14][CH:13]=3)[CH:9]=[CH:8][C:6]=2[N:7]=1. (5) Given the reactants N=CCCC[C:6]([CH2:15][C:16]1[CH:21]=[CH:20][CH:19]=[CH:18][CH:17]=1)([CH2:8][C:9]1[CH:14]=[CH:13][CH:12]=[CH:11]C=1)O.[NH:22]=[CH:23][CH2:24][CH2:25][CH2:26]CC(CC1C=CC=CC=1)(CC1C=CC=CC=1)O.C1(N(C2C=CC=CC=2)CCCCO)C=CC=CC=1.C1C=CC(P(C2C=CC=CC=2)C2C=CC=CC=2)=CC=1.C(Cl)[Cl:82], predict the reaction product. The product is: [Cl:82][CH2:26][CH2:25][CH2:24][CH2:23][N:22]=[C:12]1[CH:11]=[C:8]([CH:6]=[CH:15][C:16]2[CH:17]=[CH:18][CH:19]=[CH:20][CH:21]=2)[CH:9]=[CH:14][CH2:13]1. (6) Given the reactants [N-:1]=[N+:2]=[N-:3].[Na+].CS(O[C@H:10]1[CH2:14][N:13]([C:15]([O:17][CH2:18][C:19]2[CH:24]=[CH:23][C:22]([N+:25]([O-:27])=[O:26])=[CH:21][CH:20]=2)=[O:16])[C@H:12]([C:28]([C:30]2[N:31]=[CH:32][N:33]3[CH:37]=[CH:36][S:35][C:34]=23)=[O:29])[CH2:11]1)(=O)=O.O, predict the reaction product. The product is: [N:1]([C@@H:10]1[CH2:14][N:13]([C:15]([O:17][CH2:18][C:19]2[CH:24]=[CH:23][C:22]([N+:25]([O-:27])=[O:26])=[CH:21][CH:20]=2)=[O:16])[C@H:12]([C:28]([C:30]2[N:31]=[CH:32][N:33]3[CH:37]=[CH:36][S:35][C:34]=23)=[O:29])[CH2:11]1)=[N+:2]=[N-:3]. (7) Given the reactants Cl.Cl.[N:3]1([C@H:8]2[CH2:13][CH2:12][CH2:11][CH2:10][C@H:9]2[NH2:14])[CH2:7][CH2:6][CH2:5][CH2:4]1.[F:15][C:16]([F:31])([F:30])[C:17]1[CH:25]=[C:24]([C:26]([F:29])([F:28])[F:27])[CH:23]=[CH:22][C:18]=1[C:19](O)=[O:20], predict the reaction product. The product is: [N:3]1([CH:8]2[CH2:13][CH2:12][CH2:11][CH2:10][CH:9]2[NH:14][C:19](=[O:20])[C:18]2[CH:22]=[CH:23][C:24]([C:26]([F:27])([F:28])[F:29])=[CH:25][C:17]=2[C:16]([F:15])([F:30])[F:31])[CH2:4][CH2:5][CH2:6][CH2:7]1. (8) Given the reactants CCN=C=NCCCN(C)C.[CH3:12][N:13]1[C:21]2[C:16](=[CH:17][CH:18]=[CH:19][CH:20]=2)[CH:15]=[C:14]1[C:22]([OH:24])=O.Cl.[CH3:26][O:27][C:28](=[O:31])[CH2:29][NH2:30].CCOCC, predict the reaction product. The product is: [CH3:12][N:13]1[C:21]2[C:16](=[CH:17][CH:18]=[CH:19][CH:20]=2)[CH:15]=[C:14]1[C:22]([NH:30][CH2:29][C:28]([O:27][CH3:26])=[O:31])=[O:24]. (9) Given the reactants [CH3:1][O:2][CH2:3][C:4]1([C:16]([N:18]2[CH2:27][CH2:26][C:25]3[N:24]=[CH:23][C:22]([C:28]([F:31])([F:30])[F:29])=[CH:21][C:20]=3[CH2:19]2)=[O:17])[CH2:8][CH2:7][N:6](C(OC(C)(C)C)=O)[CH2:5]1.[C:32]([OH:38])([C:34]([F:37])([F:36])[F:35])=[O:33], predict the reaction product. The product is: [F:35][C:34]([F:37])([F:36])[C:32]([OH:38])=[O:33].[CH3:1][O:2][CH2:3][C:4]1([C:16]([N:18]2[CH2:27][CH2:26][C:25]3[N:24]=[CH:23][C:22]([C:28]([F:30])([F:29])[F:31])=[CH:21][C:20]=3[CH2:19]2)=[O:17])[CH2:8][CH2:7][NH:6][CH2:5]1. (10) Given the reactants C(N(CC)CC)C.[F:8][C:9]1[CH:10]=[C:11]2[C:15](=[CH:16][CH:17]=1)[N:14](C(OC(C)(C)C)=O)[CH:13]=[C:12]2[CH:25]=[O:26].[CH3:27][O:28][C:29]1[CH:30]=[C:31]([CH:40]=[CH:41][CH:42]=1)[N:32]=[CH:33][C:34]1[CH:35]=[N:36][CH:37]=[CH:38][CH:39]=1, predict the reaction product. The product is: [F:8][C:9]1[CH:10]=[C:11]2[C:15](=[CH:16][CH:17]=1)[NH:14][CH:13]=[C:12]2[C:25](=[O:26])[CH:33]([NH:32][C:31]1[CH:40]=[CH:41][CH:42]=[C:29]([O:28][CH3:27])[CH:30]=1)[C:34]1[CH:35]=[N:36][CH:37]=[CH:38][CH:39]=1.